Dataset: Peptide-MHC class I binding affinity with 185,985 pairs from IEDB/IMGT. Task: Regression. Given a peptide amino acid sequence and an MHC pseudo amino acid sequence, predict their binding affinity value. This is MHC class I binding data. (1) The peptide sequence is AVAAAQRL. The MHC is H-2-Db with pseudo-sequence H-2-Db. The binding affinity (normalized) is 0. (2) The peptide sequence is SSSGMDAYY. The MHC is HLA-A01:01 with pseudo-sequence HLA-A01:01. The binding affinity (normalized) is 0.608.